Dataset: Forward reaction prediction with 1.9M reactions from USPTO patents (1976-2016). Task: Predict the product of the given reaction. Given the reactants Cl.[N:2]1[C:3]([NH2:11])=[N:4][N:5]2[CH:10]=[CH:9][CH:8]=[CH:7][C:6]=12, predict the reaction product. The product is: [N:2]1[C:3]([NH2:11])=[N:4][N:5]2[CH2:10][CH2:9][CH2:8][CH2:7][C:6]=12.